This data is from Catalyst prediction with 721,799 reactions and 888 catalyst types from USPTO. The task is: Predict which catalyst facilitates the given reaction. (1) Product: [Cl:1][C:2]1[CH:3]=[C:4]2[C:8](=[CH:9][CH:10]=1)[CH:7]([O:11][C:12]1[CH:13]=[CH:14][C:15]([CH2:18][CH2:19][CH2:20][NH:21][C:29](=[O:31])[CH3:30])=[CH:16][CH:17]=1)[CH2:6][CH2:5]2. Reactant: [Cl:1][C:2]1[CH:3]=[C:4]2[C:8](=[CH:9][CH:10]=1)[CH:7]([O:11][C:12]1[CH:17]=[CH:16][C:15]([CH2:18][CH2:19][C:20]#[N:21])=[CH:14][CH:13]=1)[CH2:6][CH2:5]2.[H-].[Al+3].[Li+].[H-].[H-].[H-].O.[C:29](OC(=O)C)(=[O:31])[CH3:30]. The catalyst class is: 7. (2) Reactant: [CH:1]1[C:6]([OH:7])=[CH:5][CH:4]=[C:3]([Br:8])[CH:2]=1.C([O-])([O-])=O.[Cs+].[Cs+].[CH2:15]([CH:17]1[O:19][CH2:18]1)Br.CCCCCCC.C(OCC)(=O)C. Product: [Br:8][C:3]1[CH:4]=[CH:5][C:6]([O:7][CH2:15][CH:17]2[CH2:18][O:19]2)=[CH:1][CH:2]=1. The catalyst class is: 1. (3) Reactant: [CH3:1][N:2]([CH:4]=[O:5])C.[C:6](Cl)(=O)[C:7](Cl)=O.[CH3:12][N:13]1[CH2:18][CH2:17][O:16][CH2:15][CH2:14]1.NC1[CH:21]=[C:22]([CH:26]=[CH:27][C:28]=1[O:29][C:30]([F:33])([F:32])[F:31])[C:23]([OH:25])=[O:24].Cl. Product: [N:13]1([C:12]2([C:4]([NH:2][C:1]3[CH:21]=[C:22]([CH:26]=[CH:27][C:28]=3[O:29][C:30]([F:31])([F:32])[F:33])[C:23]([OH:25])=[O:24])=[O:5])[CH2:7][CH2:6]2)[CH2:18][CH2:17][O:16][CH2:15][CH2:14]1. The catalyst class is: 46.